This data is from Catalyst prediction with 721,799 reactions and 888 catalyst types from USPTO. The task is: Predict which catalyst facilitates the given reaction. Reactant: Cl[C:2]1[N:7]=[C:6]([NH:8][C:9]2[N:14]=[CH:13][C:12]3[N:15]=[CH:16][N:17]([CH:18]([CH3:20])[CH3:19])[C:11]=3[CH:10]=2)[CH:5]=[CH:4][N:3]=1.[C:21]([O:25][C:26]([N:28]1[CH2:33][CH:32]=[C:31](B2OC(C)(C)C(C)(C)O2)[CH2:30][CH2:29]1)=[O:27])([CH3:24])([CH3:23])[CH3:22].C([O-])([O-])=O.[Cs+].[Cs+]. Product: [C:21]([O:25][C:26]([N:28]1[CH2:29][CH:30]=[C:31]([C:2]2[N:7]=[C:6]([NH:8][C:9]3[N:14]=[CH:13][C:12]4[N:15]=[CH:16][N:17]([CH:18]([CH3:20])[CH3:19])[C:11]=4[CH:10]=3)[CH:5]=[CH:4][N:3]=2)[CH2:32][CH2:33]1)=[O:27])([CH3:24])([CH3:22])[CH3:23]. The catalyst class is: 70.